From a dataset of Drug-target binding data from BindingDB using IC50 measurements. Regression. Given a target protein amino acid sequence and a drug SMILES string, predict the binding affinity score between them. We predict pIC50 (pIC50 = -log10(IC50 in M); higher means more potent). Dataset: bindingdb_ic50. (1) The small molecule is O=c1cc(O)cc2oc(-c3ccc(O)c(-c4c(O)cc(O)c5c(=O)cc(-c6ccc(O)cc6)oc45)c3)cc(O)c1-2. The target protein (P08487) has sequence MAGAASPCANGCGPSAPSDAEVVHLCRSLEVGTVMTLFYSKKSQRPERKTFQVKLETRQITWSRGADKIEGAIDIREIKEIRPGKTSRDFDRYQEDPAFRPDQSHCFVILYGMEFRLKTLSLQATSEDEVNMWIRGLTWLMEDTLQAATPLQIERWLRKQFYSVDRNREDRISAKDLKNMLSQVNYRVPNMRFLRERLTDLEQRTSDITYGQFAQLYRSLMYSAQKTMDLPFLEASALRAGERPELCRVSLPEFQQFLLEYQGELWAVDRLQVQEFMLSFLRDPLREIEEPYFFLDEFVTFLFSKENSIWNSQLDEVCPDTMNNPLSHYWISSSHNTYLTGDQFSSESSLEAYARCLRMGCRCIELDCWDGPDGMPVIYHGHTLTTKIKFSDVLHTIKEHAFVASEYPVILSIEDHCSIAQQRNMAQYFKKVLGDTLLTKPVDIAADGLPSPNQLKRKILIKHKKLAEGSAYEEVPTSVMYSENDISNSIKNGILYLEDP.... The pIC50 is 4.5. (2) The small molecule is CN1C(=O)[C@@]23C[C@]4([C@]56C[C@@]78SS[C@@](CO)(C(=O)N7[C@H]5Nc5ccccc56)N(C)C8=O)c5ccccc5N[C@@H]4N2C(=O)[C@]1(CO)SS3. The target protein (P42124) has sequence MNSTKVPPEWKRRVKSEYIKIRQQKRYKRADEIKEAWIRNWDEHNHNVQDLYCESKVWQAKPYDPPHVDCVKRAEVTSYNGIPSGPQKVPICVINAVTPIPTMYTWAPTQQNFMVEDETVLHNIPYMGDEVLDKDGKFIEELIKNYDGKVHGDKDPSFMDDAIFVELVHALMRSYSKELEEAAPGTATAIKTETLAKSKQGEDDGVVDVDADGESPMKLEKTDSKGDLTEVEKKETEEPLETEDADVKPDVEEVKDKLPFPAPIIFQAISANFPDKGTAQELKEKYIELTEHQDPERPQECTPNIDGIKAESVSRERTMHSFHTLFCRRCFKYDCFLHRLQGHAGPNLQKRRYPELKPFAEPCSNSCYMLIDGMKEKLAADSKTPPIDSCNEASSEDSNDSNSQFSNKDFNHENSKDNGLTVNSAAVAEINSIMAGMMNITSTQCVWTGADQALYRVLHKVYLKNYCAIAHNMLTKTCRQVYEFAQKEDAEFSFEDLRQD.... The pIC50 is 4.0.